From a dataset of Full USPTO retrosynthesis dataset with 1.9M reactions from patents (1976-2016). Predict the reactants needed to synthesize the given product. Given the product [CH3:1][C@H:2]([NH:6][C:11](=[O:12])[C:10]1[CH:14]=[C:15]([O:21][CH3:22])[C:16]([O:17][CH2:18][C:19]#[CH:20])=[C:8]([F:7])[CH:9]=1)[CH:3]([CH3:5])[CH3:4], predict the reactants needed to synthesize it. The reactants are: [CH3:1][C@H:2]([NH2:6])[CH:3]([CH3:5])[CH3:4].[F:7][C:8]1[CH:9]=[C:10]([CH:14]=[C:15]([O:21][CH3:22])[C:16]=1[O:17][CH2:18][C:19]#[CH:20])[C:11](Cl)=[O:12].